From a dataset of Catalyst prediction with 721,799 reactions and 888 catalyst types from USPTO. Predict which catalyst facilitates the given reaction. Reactant: C(O[C:6]([N:8]1[CH2:13][CH2:12][N:11]([C:14]2[C:23]3[O:22][CH2:21][CH2:20][NH:19][C:18]=3[CH:17]=[CH:16][CH:15]=2)[CH2:10][CH2:9]1)=O)(C)(C)C.C[S:25]([C:28]1[CH:29]=[C:30](S([Cl:37])(=O)=O)[CH:31]=[CH:32][CH:33]=1)(=[O:27])=[O:26].[F:38]C(F)(F)C(O)=O.[ClH:45]. Product: [ClH:37].[Cl:45][C:16]1[CH:15]=[C:14]([N:11]2[CH2:10][CH2:9][N:8]([CH3:6])[CH2:13][CH2:12]2)[C:23]2[O:22][CH2:21][CH2:20][N:19]([S:25]([C:28]3[CH:29]=[CH:30][CH:31]=[CH:32][C:33]=3[F:38])(=[O:27])=[O:26])[C:18]=2[CH:17]=1. The catalyst class is: 8.